Task: Predict the reactants needed to synthesize the given product.. Dataset: Full USPTO retrosynthesis dataset with 1.9M reactions from patents (1976-2016) (1) Given the product [C:14]([O:13][C:11](=[O:12])[NH:10][C:6]1([CH2:4][OH:3])[CH2:9][CH2:8][CH2:7]1)([CH3:17])([CH3:15])[CH3:16], predict the reactants needed to synthesize it. The reactants are: C([O:3][C:4]([C:6]1([NH:10][C:11]([O:13][C:14]([CH3:17])([CH3:16])[CH3:15])=[O:12])[CH2:9][CH2:8][CH2:7]1)=O)C.[H-].[Al+3].[Li+].[H-].[H-].[H-].O.O.O.O.O.O.O.O.O.O.S([O-])([O-])(=O)=O.[Na+].[Na+]. (2) Given the product [F:1][C:2]1[CH:3]=[CH:4][C:5]([CH2:6][O:7][CH2:8][C:9]2[N:14]=[C:13]([NH2:15])[CH:12]=[CH:11][CH:10]=2)=[CH:22][CH:23]=1, predict the reactants needed to synthesize it. The reactants are: [F:1][C:2]1[CH:23]=[CH:22][C:5]([CH2:6][O:7][CH2:8][C:9]2[N:14]=[C:13]([NH:15]C(=O)C(C)(C)C)[CH:12]=[CH:11][CH:10]=2)=[CH:4][CH:3]=1.[OH-].[Na+]. (3) Given the product [C:1]12([O:11][CH2:12][CH2:13][O:14][CH2:15][CH2:16][O:17][CH2:18][CH2:19][O:20][CH2:21][CH2:22][O:23][CH2:24][CH2:25][CH2:26][CH2:27][NH:28][C:37]([CH3:41])([CH3:36])[C:38]#[N:39])[CH2:10][CH:5]3[CH2:4][CH:3]([CH2:9][CH:7]([CH2:6]3)[CH2:8]1)[CH2:2]2, predict the reactants needed to synthesize it. The reactants are: [C:1]12([O:11][CH2:12][CH2:13][O:14][CH2:15][CH2:16][O:17][CH2:18][CH2:19][O:20][CH2:21][CH2:22][O:23][CH2:24][CH2:25][CH2:26][CH2:27][NH2:28])[CH2:10][CH:5]3[CH2:6][CH:7]([CH2:9][CH:3]([CH2:4]3)[CH2:2]1)[CH2:8]2.S([O-])([O-])(=O)=O.[Na+].[Na+].[CH3:36][C:37]([CH3:41])(O)[C:38]#[N:39]. (4) Given the product [C:23]([N:20]1[CH2:21][CH2:22][N:17]([C:15]([C:14]2[CH:13]=[C:12]([C:5]3[C:4]4[C:9](=[CH:10][CH:11]=[C:2]([C:36]5[CH:37]=[N:38][C:31]([O:30][CH3:29])=[C:32]([CH:35]=5)[C:33]#[N:34])[CH:3]=4)[N:8]=[CH:7][N:6]=3)[CH:28]=[CH:27][CH:26]=2)=[O:16])[CH2:18][CH2:19]1)(=[O:25])[CH3:24], predict the reactants needed to synthesize it. The reactants are: Br[C:2]1[CH:3]=[C:4]2[C:9](=[CH:10][CH:11]=1)[N:8]=[CH:7][N:6]=[C:5]2[C:12]1[CH:13]=[C:14]([CH:26]=[CH:27][CH:28]=1)[C:15]([N:17]1[CH2:22][CH2:21][N:20]([C:23](=[O:25])[CH3:24])[CH2:19][CH2:18]1)=[O:16].[CH3:29][O:30][C:31]1[N:38]=[CH:37][C:36](B2OC(C)(C)C(C)(C)O2)=[CH:35][C:32]=1[C:33]#[N:34].COCCOC.C([O-])([O-])=O.[Na+].[Na+]. (5) Given the product [CH2:1]([NH:8][C:9]1[CH:14]=[C:13]([NH:15][C:16]2[CH:17]=[CH:18][C:19]([NH:22][S:30]([CH2:27][CH2:28][CH3:29])(=[O:32])=[O:31])=[CH:20][CH:21]=2)[N:12]=[CH:11][C:10]=1[CH2:23][C:24]([NH2:26])=[O:25])[C:2]1[CH:7]=[CH:6][CH:5]=[CH:4][CH:3]=1, predict the reactants needed to synthesize it. The reactants are: [CH2:1]([NH:8][C:9]1[CH:14]=[C:13]([NH:15][C:16]2[CH:21]=[CH:20][C:19]([NH2:22])=[CH:18][CH:17]=2)[N:12]=[CH:11][C:10]=1[CH2:23][C:24]([NH2:26])=[O:25])[C:2]1[CH:7]=[CH:6][CH:5]=[CH:4][CH:3]=1.[CH2:27]([S:30](Cl)(=[O:32])=[O:31])[CH2:28][CH3:29].C(N(CC)CC)C.O.N. (6) Given the product [CH3:15][O:14][C:9]1[CH:10]=[CH:11][CH:12]=[CH:13][C:8]=1[C:3]#[C:2][C:1]([O:5][CH3:6])=[O:4], predict the reactants needed to synthesize it. The reactants are: [C:1]([O:5][CH3:6])(=[O:4])[C:2]#[CH:3].I[C:8]1[CH:13]=[CH:12][CH:11]=[CH:10][C:9]=1[O:14][CH3:15]. (7) Given the product [CH2:23]([N:22]([CH2:25][CH3:26])[C:21]([CH:14]([C:15]1[CH:20]=[CH:19][CH:18]=[CH:17][CH:16]=1)[N:11]1[CH2:12][CH2:13][N:8]([C:7]2[CH:6]=[CH:5][C:4]([NH:28][C:29](=[O:35])[CH:30]([CH2:33][CH3:34])[CH2:31][CH3:32])=[CH:3][C:2]=2[C:65]#[C:64][Si:61]([CH3:63])([CH3:62])[CH3:60])[CH2:9][CH2:10]1)=[O:27])[CH3:24], predict the reactants needed to synthesize it. The reactants are: Br[C:2]1[CH:3]=[C:4]([NH:28][C:29](=[O:35])[CH:30]([CH2:33][CH3:34])[CH2:31][CH3:32])[CH:5]=[CH:6][C:7]=1[N:8]1[CH2:13][CH2:12][N:11]([CH:14]([C:21](=[O:27])[N:22]([CH2:25][CH3:26])[CH2:23][CH3:24])[C:15]2[CH:20]=[CH:19][CH:18]=[CH:17][CH:16]=2)[CH2:10][CH2:9]1.C1(P(C2C=CC=CC=2)C2C=CC=CC=2)C=CC=CC=1.C(NCC)C.[CH3:60][Si:61]([C:64]#[CH:65])([CH3:63])[CH3:62].